Predict the reactants needed to synthesize the given product. From a dataset of Full USPTO retrosynthesis dataset with 1.9M reactions from patents (1976-2016). (1) Given the product [Cl:8][C:6]1[CH:5]=[CH:4][C:3]2[O:9][C:13]([C:12]3[CH:16]=[C:17]([N+:20]([O-:22])=[O:21])[CH:18]=[CH:19][C:11]=3[Cl:10])=[N:1][C:2]=2[CH:7]=1, predict the reactants needed to synthesize it. The reactants are: [NH2:1][C:2]1[CH:7]=[C:6]([Cl:8])[CH:5]=[CH:4][C:3]=1[OH:9].[Cl:10][C:11]1[CH:19]=[CH:18][C:17]([N+:20]([O-:22])=[O:21])=[CH:16][C:12]=1[C:13](Cl)=O. (2) Given the product [F:1][C:2]1[C:7]([CH3:8])=[CH:6][C:5]([O:9][CH2:34][C:35]([O:37][CH:38]([CH3:40])[CH3:39])=[O:36])=[C:4]([CH3:10])[C:3]=1[NH:11][CH2:12][C:13]1[CH:18]=[C:17]([C:19]2[CH:24]=[CH:23][CH:22]=[C:21]([F:25])[CH:20]=2)[CH:16]=[CH:15][C:14]=1[F:26], predict the reactants needed to synthesize it. The reactants are: [F:1][C:2]1[C:7]([CH3:8])=[CH:6][C:5]([OH:9])=[C:4]([CH3:10])[C:3]=1[NH:11][CH2:12][C:13]1[CH:18]=[C:17]([C:19]2[CH:24]=[CH:23][CH:22]=[C:21]([F:25])[CH:20]=2)[CH:16]=[CH:15][C:14]=1[F:26].C([O-])([O-])=O.[Cs+].[Cs+].Br[CH2:34][C:35]([O:37][CH:38]([CH3:40])[CH3:39])=[O:36].O. (3) Given the product [Cl:64][C:61]1[CH:60]=[CH:59][C:58]([CH2:57][C:48]2[N:49]=[C:50]([O:53][CH2:54][CH2:55][CH3:56])[C:51]3[N:52]=[C:44]([C:40]4[CH:39]=[C:38]([CH3:65])[C:37]([O:36][CH2:35][CH:34]([OH:66])[CH2:33][NH:32][C:1](=[O:9])[C:2]5[CH:3]=[CH:4][CH:5]=[CH:6][CH:7]=5)=[C:42]([CH3:43])[CH:41]=4)[O:45][C:46]=3[N:47]=2)=[CH:63][CH:62]=1, predict the reactants needed to synthesize it. The reactants are: [C:1]([OH:9])(=O)[C:2]1[CH:7]=[CH:6][CH:5]=[CH:4][CH:3]=1.F[B-](F)(F)F.N1(OC(=[N+](C)C)N(C)C)C2C=CC=CC=2N=N1.[NH2:32][CH2:33][CH:34]([OH:66])[CH2:35][O:36][C:37]1[C:42]([CH3:43])=[CH:41][C:40]([C:44]2[O:45][C:46]3[N:47]=[C:48]([CH2:57][C:58]4[CH:63]=[CH:62][C:61]([Cl:64])=[CH:60][CH:59]=4)[N:49]=[C:50]([O:53][CH2:54][CH2:55][CH3:56])[C:51]=3[N:52]=2)=[CH:39][C:38]=1[CH3:65].C(N(C(C)C)C(C)C)C. (4) Given the product [O:1]=[C:2]1[CH2:7][CH2:6][CH2:5][CH2:4][CH:3]1[N:8]1[C:12]([C:13]2[CH:18]=[CH:17][CH:16]=[CH:15][CH:14]=2)=[C:11]([C:19]([O:21][CH2:22][CH3:23])=[O:20])[N:10]=[CH:9]1, predict the reactants needed to synthesize it. The reactants are: [OH:1][C@H:2]1[CH2:7][CH2:6][CH2:5][CH2:4][C@@H:3]1[N:8]1[C:12]([C:13]2[CH:18]=[CH:17][CH:16]=[CH:15][CH:14]=2)=[C:11]([C:19]([O:21][CH2:22][CH3:23])=[O:20])[N:10]=[CH:9]1.C(N(CC)CC)C. (5) Given the product [CH3:1][O:2][C:3]1[CH:12]=[CH:11][C:6]2[N:7]([CH2:16][C:17]([O:19][CH2:20][CH3:21])=[O:18])[C:8](=[O:10])[O:9][C:5]=2[CH:4]=1, predict the reactants needed to synthesize it. The reactants are: [CH3:1][O:2][C:3]1[CH:12]=[CH:11][C:6]2[NH:7][C:8](=[O:10])[O:9][C:5]=2[CH:4]=1.[H-].[Na+].Br[CH2:16][C:17]([O:19][CH2:20][CH3:21])=[O:18].FC(F)(F)C(O)=O. (6) Given the product [CH3:28][O:29][C:30]1[CH:31]=[C:32]2[C:33](=[CH:34][CH:35]=1)[NH:36][CH:2]=[C:6]2[CH2:7][CH2:8][N:9]1[CH2:10][CH2:11][CH:12]([C:15]2[CH:16]=[C:17]([NH:21][C:22](=[O:26])[CH:23]([CH3:24])[CH3:25])[CH:18]=[CH:19][CH:20]=2)[CH2:13][CH2:14]1, predict the reactants needed to synthesize it. The reactants are: O1CCO[CH:2]1[CH2:6][CH2:7][CH2:8][N:9]1[CH2:14][CH2:13][CH:12]([C:15]2[CH:16]=[C:17]([NH:21][C:22](=[O:26])[CH:23]([CH3:25])[CH3:24])[CH:18]=[CH:19][CH:20]=2)[CH2:11][CH2:10]1.Cl.[CH3:28][O:29][C:30]1[CH:35]=[CH:34][C:33]([NH:36]N)=[CH:32][CH:31]=1. (7) Given the product [NH:12]1[C:20]2[C:15](=[CH:16][CH:17]=[CH:18][CH:19]=2)[CH:14]=[C:13]1[C:21]([N:8]1[CH2:9][CH2:10][CH:5]([CH2:4][CH:3]([OH:2])[CH3:11])[CH2:6][CH2:7]1)=[O:22], predict the reactants needed to synthesize it. The reactants are: Cl.[OH:2][CH:3]([CH3:11])[CH2:4][CH:5]1[CH2:10][CH2:9][NH:8][CH2:7][CH2:6]1.[NH:12]1[C:20]2[C:15](=[CH:16][CH:17]=[CH:18][CH:19]=2)[CH:14]=[C:13]1[C:21](O)=[O:22].Cl.C(N=C=NCCCN(C)C)C.ON1C2C=CC=CC=2N=N1.Cl.